This data is from Experimentally validated miRNA-target interactions with 360,000+ pairs, plus equal number of negative samples. The task is: Binary Classification. Given a miRNA mature sequence and a target amino acid sequence, predict their likelihood of interaction. (1) The miRNA is mmu-miR-1955-5p with sequence AGUCCCAGGAUGCACUGCAGCUUUU. The protein sequence of the target gene is MPHCGTTNSEINLNSNELISYQKKKSNEDLQKKHDKKCSINLKTSQVPDGGFNNQYTQLTANKIEQYNCNDLDKVCIVPSSRSDGMEASFSELLLSPNKLISQPWQTAEEIENWQNDSFRQRNEMFSCIYTNSMLNQQPCSQQQLLATQLLYARLLRSQLAEREFHSNKFNMVHYSGSKKTMLREDELLSTPSSQDNNNNIKLIKDIENSISCVDPPLFEFSNVHQRAEQKNKQDDKNCYSPKLKSNKEALDGYDLQHTCDFIREQKNILIDIKKKLDNLSDSSGKFRKRLSVRQSHIEV.... Result: 0 (no interaction). (2) The miRNA is hsa-miR-329-3p with sequence AACACACCUGGUUAACCUCUUU. The protein sequence of the target gene is MALRPGAGSGGGGAAGAGAGSAGGGGFMFPVAGGIRPPQAGLMPMQQQGFPMVSVMQPNMQGIMGMNYSSQMSQGPIAMQAGIPMGPMPAAGMPYLGQAPFLGMRPPGPQYTPDMQKQFAEEQQKRFEQQQKLLEEERKRRQFEEQKQKLRLLSSVKPKTGEKSRDDALEAIKGNLDGFSRDAKMHPTPASHPKKPGPSLEEKFLVSCDISTSGQEQIKLNTSEVGHKALGPGSSKKYPSLMASNGVAVDGCVSGTTTAEAENTSDQNLSIEESGVGVFPSQDPAQPRMPPWIYNESLVP.... Result: 1 (interaction). (3) The miRNA is hsa-miR-3928-3p with sequence GGAGGAACCUUGGAGCUUCGGC. The protein sequence of the target gene is MAASTASHRPIKGILKNKTSTTSSMVASAEQPRGNVDEELSKKSQKWDEMNILATYHPADKDYGLMKIDEPSTPYHSMMGDDEDACSDTEATEAMAPDILARKLAAAEGLEPKYRIQEQESSGEEDSDLSPEEREKKRQFEMKRKLHYNEGLNIKLARQLISKDLHDDDEDEEMLETADGESMNTEESNQGSTPSDQQQNKLRSS. Result: 0 (no interaction). (4) The miRNA is rno-miR-122-5p with sequence UGGAGUGUGACAAUGGUGUUUG. The protein sequence of the target gene is MAETDPKTMQDITLVVETLLQQMQDKFQIMSDQIIGRIDDMSSRIDDLEKNIADLMTQAGVEELDPENKIPTAQKS. Result: 0 (no interaction). (5) The miRNA is hsa-miR-539-5p with sequence GGAGAAAUUAUCCUUGGUGUGU. The protein sequence of the target gene is MAGAAAAVAAGAAAGAAAAAVSVAAPGRASAPPPPPPVYCVCRQPYDVNRFMIECDICKDWFHGSCVGVEEHHAVDIDLYHCPNCAVLHGSSLMKKRRNWHRHDYTEIDDGSKPVQAGTRTFIKELRSRVFPSADEIIIKMHGSQLTQRYLEKHGFDVPIMVPKLDDLGLRLPSPTFSVMDVERYVGGDKVIDVIDVARQADSKMTLHNYVKYFMNPNRPKVLNVISLEFSDTKMSELVEVPDIAKKLSWVENYWPDDSVFPKPFVQKYCLMGVQDSYTDFHIDFGGTSVWYHVLWGEKI.... Result: 1 (interaction). (6) The miRNA is hsa-miR-3911 with sequence UGUGUGGAUCCUGGAGGAGGCA. The protein sequence of the target gene is MSSNECFKCGRSGHWARECPTGGGRGRGMRSRGRGGFTSDRGFQFVSSSLPDICYRCGESGHLAKDCDLQEDACYNCGRGGHIAKDCKEPKREREQCCYNCGKPGHLARDCDHADEQKCYSCGEFGHIQKDCTKVKCYRCGETGHVAINCSKTSEVNCYRCGESGHLARECTIEATA. Result: 0 (no interaction). (7) The protein sequence of the target gene is MTSTSKGILRPFLIVCIILGCFMACLLIYIKPTNSWIFSPMESASSVLKMKNFFSTKTDYFNETTILVWVWPFGQTFDLTSCQAMFNIQGCHLTTDRSLYNKSHAVLIHHRDISWDLTNLPQQARPPFQKWIWMNLESPTHTPQKSGIEHLFNLTLTYRRDSDIQVPYGFLTVSTNPFVFEVPSKEKLVCWVVSNWNPEHARVKYYNELSKSIEIHTYGQAFGEYVNDKNLIPTISTCKFYLSFENSIHKDYITEKLYNAFLAGSVPVVLGPSRENYENYIPADSFIHVEDYNSPSELAK.... The miRNA is hsa-miR-4646-3p with sequence AUUGUCCCUCUCCCUUCCCAG. Result: 0 (no interaction). (8) The miRNA is hsa-miR-4728-3p with sequence CAUGCUGACCUCCCUCCUGCCCCAG. The protein sequence of the target gene is MARLCRRVPCTLLLGLAVVLLKARLVPAAARAELSRSDLSLIQQQQQQQQQQQQQQKQLEEAEEERTEVPGATSTLTVPVSVFMLKVQVNDIISRQYLSQAVVEVFVNYTKTNSTVTKSNGAVLIKVPYKLGLSLTIIAYKDGYVLTPLPWKTRRMPIYSSVTLSLFPQSQANIWLFEDTVLITGKLADAKSQPSVQFSKALIKLPDNHHISNVTGYLTVLQQFLKVDNFLHTTGITLNKPGFENIELTPLAAICVKIYSGGKELKVNGSIQVSLPLLRLNDISAGDRIPAWTFDMNTGA.... Result: 0 (no interaction).